Dataset: Reaction yield outcomes from USPTO patents with 853,638 reactions. Task: Predict the reaction yield, written as a fraction of the theoretical maximum amount of product (1.0 means a 100% yield; for example, 0.34 means a 34% yield). The reactants are [CH:1]1([CH:7]([C:9]2[N:13]([CH2:14][CH3:15])[N:12]=[C:11]([C:16]3[CH:21]=[CH:20][C:19]([C:22]([F:25])([F:24])[F:23])=[CH:18][CH:17]=3)[CH:10]=2)O)[CH2:6][CH2:5][CH2:4][CH2:3][CH2:2]1.[NH2:26][C:27]1[CH:32]=[CH:31][C:30]([C:33]([NH:35][CH2:36][CH2:37][C:38]([O:40]CC)=[O:39])=[O:34])=[CH:29][CH:28]=1. No catalyst specified. The product is [CH:1]1([CH:7]([NH:26][C:27]2[CH:28]=[CH:29][C:30]([C:33]([NH:35][CH2:36][CH2:37][C:38]([OH:40])=[O:39])=[O:34])=[CH:31][CH:32]=2)[C:9]2[N:13]([CH2:14][CH3:15])[N:12]=[C:11]([C:16]3[CH:21]=[CH:20][C:19]([C:22]([F:25])([F:24])[F:23])=[CH:18][CH:17]=3)[CH:10]=2)[CH2:6][CH2:5][CH2:4][CH2:3][CH2:2]1. The yield is 0.200.